From a dataset of Catalyst prediction with 721,799 reactions and 888 catalyst types from USPTO. Predict which catalyst facilitates the given reaction. Reactant: [S:1]1[CH:5]=[CH:4][N:3]=[C:2]1[NH:6][C:7]([NH2:9])=S.CI.[CH3:12][O:13][C:14]1[CH:21]=[CH:20][CH:19]=[CH:18][C:15]=1[CH2:16][NH2:17]. Product: [CH3:12][O:13][C:14]1[CH:21]=[CH:20][CH:19]=[CH:18][C:15]=1[CH2:16][NH:17][C:7]([NH:6][C:2]1[S:1][CH:5]=[CH:4][N:3]=1)=[NH:9]. The catalyst class is: 645.